From a dataset of Forward reaction prediction with 1.9M reactions from USPTO patents (1976-2016). Predict the product of the given reaction. (1) Given the reactants [Cl:1][C:2]1[CH:7]=[CH:6][C:5]([S:8]([N:11]([C:15]2[C:16]([C:22](=[O:32])[C:23]3[CH:28]=[CH:27][CH:26]=[CH:25][C:24]=3[O:29][CH2:30][CH3:31])=[N:17][CH:18]=[C:19]([Cl:21])[CH:20]=2)COC)(=[O:10])=[O:9])=[CH:4][C:3]=1[C:33]([F:36])([F:35])[F:34].Cl, predict the reaction product. The product is: [Cl:1][C:2]1[CH:7]=[CH:6][C:5]([S:8]([NH:11][C:15]2[C:16]([C:22](=[O:32])[C:23]3[CH:28]=[CH:27][CH:26]=[CH:25][C:24]=3[O:29][CH2:30][CH3:31])=[N:17][CH:18]=[C:19]([Cl:21])[CH:20]=2)(=[O:10])=[O:9])=[CH:4][C:3]=1[C:33]([F:34])([F:36])[F:35]. (2) The product is: [CH3:2][C:10]1([C:19]([OH:21])=[O:20])[CH2:11][CH2:12][C:13]2[C:18](=[CH:17][CH:16]=[CH:15][CH:14]=2)[O:9]1. Given the reactants O1C=CC[CH:2]1C(O)=O.[O:9]1[C:18]2[C:13](=[CH:14][CH:15]=[CH:16][CH:17]=2)[CH2:12][CH2:11][CH:10]1[C:19]([OH:21])=[O:20].CC(C)([O-])C.[K+].C[Si](C)(C)[N-][Si](C)(C)C.[K+], predict the reaction product.